From a dataset of Catalyst prediction with 721,799 reactions and 888 catalyst types from USPTO. Predict which catalyst facilitates the given reaction. (1) Reactant: [CH3:1][C:2]1[C:3]([NH2:16])=[CH:4][S:5][C:6]=1[C:7]1[CH:12]=[CH:11][CH:10]=[C:9]([N+:13]([O-:15])=[O:14])[CH:8]=1.C([O-])([O-])=O.[K+].[K+].Br[CH2:24][C:25]([O:27][CH3:28])=[O:26]. Product: [CH3:1][C:2]1[C:3]([NH:16][CH2:24][C:25]([O:27][CH3:28])=[O:26])=[CH:4][S:5][C:6]=1[C:7]1[CH:12]=[CH:11][CH:10]=[C:9]([N+:13]([O-:15])=[O:14])[CH:8]=1. The catalyst class is: 3. (2) Reactant: [C:1]1([C:7]2[CH:16]=[CH:15][C:14]3[C:9](=[N:10][CH:11]=[CH:12][CH:13]=3)[N:8]=2)[CH:6]=[CH:5][CH:4]=[CH:3][CH:2]=1. Product: [C:1]1([C:7]2[N:8]=[C:9]3[C:14]([CH2:13][CH2:12][CH2:11][NH:10]3)=[CH:15][CH:16]=2)[CH:2]=[CH:3][CH:4]=[CH:5][CH:6]=1. The catalyst class is: 50.